Dataset: Catalyst prediction with 721,799 reactions and 888 catalyst types from USPTO. Task: Predict which catalyst facilitates the given reaction. Reactant: Cl[C:2]1[N:10]=[C:9]2[C:5]([NH:6][CH:7]=[N:8]2)=[C:4](Cl)[N:3]=1.C(OCC)(=O)C.O1C=CCCC1.N1CCOCC1. Product: [N:3]1[CH:4]=[C:5]2[C:9]([N:8]=[CH:7][NH:6]2)=[N:10][CH:2]=1. The catalyst class is: 66.